Predict the reactants needed to synthesize the given product. From a dataset of Full USPTO retrosynthesis dataset with 1.9M reactions from patents (1976-2016). (1) Given the product [F:17][C:15]1[CH:16]=[C:11]([CH2:10][C@@H:9]([NH:8][C:6](=[O:7])[O:5][C:1]([CH3:2])([CH3:3])[CH3:4])[C:19]([N:56]2[CH2:57][CH2:58][CH:53]([N:44]3[N:43]=[C:42]([C:36]4[CH:37]=[CH:38][C:39]([O:40][CH3:41])=[C:34]([O:33][CH3:32])[CH:35]=4)[C@@H:51]4[C@@H:46]([CH2:47][CH2:48][CH2:49][CH2:50]4)[C:45]3=[O:52])[CH2:54][CH2:55]2)=[O:21])[CH:12]=[C:13]([F:18])[CH:14]=1, predict the reactants needed to synthesize it. The reactants are: [C:1]([O:5][C:6]([NH:8][C@@H:9]([C:19]([OH:21])=O)[CH2:10][C:11]1[CH:16]=[C:15]([F:17])[CH:14]=[C:13]([F:18])[CH:12]=1)=[O:7])([CH3:4])([CH3:3])[CH3:2].CCN(C(C)C)C(C)C.Cl.[CH3:32][O:33][C:34]1[CH:35]=[C:36]([C:42]2[C@@H:51]3[C@@H:46]([CH2:47][CH2:48][CH2:49][CH2:50]3)[C:45](=[O:52])[N:44]([CH:53]3[CH2:58][CH2:57][NH:56][CH2:55][CH2:54]3)[N:43]=2)[CH:37]=[CH:38][C:39]=1[O:40][CH3:41].CCOC(C(C#N)=NOC(N1CCOCC1)=[N+](C)C)=O.F[P-](F)(F)(F)(F)F.C(=O)(O)[O-].[Na+]. (2) Given the product [N:29]1([CH:1]([C:4]2[CH:5]=[CH:6][C:7]([NH:10][C:11](=[O:28])[CH:12]([NH:16][C:17](=[O:27])[CH2:18][C:19]3[CH:24]=[C:23]([F:25])[CH:22]=[C:21]([F:26])[CH:20]=3)[CH2:13][CH2:14][CH3:15])=[N:8][CH:9]=2)[CH3:2])[CH2:34][CH2:33][O:32][CH2:31][CH2:30]1, predict the reactants needed to synthesize it. The reactants are: [C:1]([C:4]1[CH:5]=[CH:6][C:7]([NH:10][C:11](=[O:28])[CH:12]([NH:16][C:17](=[O:27])[CH2:18][C:19]2[CH:24]=[C:23]([F:25])[CH:22]=[C:21]([F:26])[CH:20]=2)[CH2:13][CH2:14][CH3:15])=[N:8][CH:9]=1)(=O)[CH3:2].[NH:29]1[CH2:34][CH2:33][O:32][CH2:31][CH2:30]1.C(O[BH-](OC(=O)C)OC(=O)C)(=O)C.[Na+].C([BH3-])#N.[Na+]. (3) Given the product [NH2:1][C:2]1[C:3]([C:9]([NH:21][NH:20][C:18]([C:14]2[S:15][CH:16]=[CH:17][C:13]=2[CH3:12])=[O:19])=[O:11])=[N:4][C:5]([Br:8])=[CH:6][N:7]=1, predict the reactants needed to synthesize it. The reactants are: [NH2:1][C:2]1[C:3]([C:9]([OH:11])=O)=[N:4][C:5]([Br:8])=[CH:6][N:7]=1.[CH3:12][C:13]1[CH:17]=[CH:16][S:15][C:14]=1[C:18]([NH:20][NH2:21])=[O:19].CCN(CC)CC.CN(C(ON1N=NC2C=CC=CC1=2)=[N+](C)C)C.[B-](F)(F)(F)F. (4) Given the product [Cl:1][C:2]1[N:3]=[C:4]([C:9]2[CH:14]=[CH:13][C:12]([F:15])=[CH:11][CH:10]=2)[CH:5]=[C:6]([N:24]2[CH2:23][CH2:22][N:21]([C:17]3[N:16]([CH3:27])[CH:20]=[CH:19][N:18]=3)[CH2:26][CH2:25]2)[N:7]=1, predict the reactants needed to synthesize it. The reactants are: [Cl:1][C:2]1[N:7]=[C:6](Cl)[CH:5]=[C:4]([C:9]2[CH:14]=[CH:13][C:12]([F:15])=[CH:11][CH:10]=2)[N:3]=1.[NH:16]1[CH:20]=[CH:19][N:18]=[C:17]1[N:21]1[CH2:26][CH2:25][NH:24][CH2:23][CH2:22]1.[C:27]([O-])([O-])=O.[K+].[K+]. (5) Given the product [Cl:8][C:6]1[C:7]([CH3:21])=[C:2]([NH:18][C:17]2[CH:19]=[CH:20][C:14]([C:12]#[N:13])=[CH:15][CH:16]=2)[C:3]2[N:4]([CH:9]=[CH:10][N:11]=2)[N:5]=1, predict the reactants needed to synthesize it. The reactants are: Br[C:2]1[C:3]2[N:4]([CH:9]=[CH:10][N:11]=2)[N:5]=[C:6]([Cl:8])[CH:7]=1.[C:12]([C:14]1[CH:20]=[CH:19][C:17]([NH2:18])=[CH:16][CH:15]=1)#[N:13].[CH3:21]C([O-])(C)C.[K+]. (6) Given the product [CH3:25][N:26]([CH3:27])[C:2]1[N:24]=[C:5]2[N:6]=[C:7]([C:16]3[CH:23]=[CH:22][C:19]([CH:20]=[O:21])=[CH:18][CH:17]=3)[C:8]([C:10]3[CH:15]=[CH:14][CH:13]=[CH:12][CH:11]=3)=[CH:9][N:4]2[N:3]=1, predict the reactants needed to synthesize it. The reactants are: Br[C:2]1[N:24]=[C:5]2[N:6]=[C:7]([C:16]3[CH:23]=[CH:22][C:19]([CH:20]=[O:21])=[CH:18][CH:17]=3)[C:8]([C:10]3[CH:15]=[CH:14][CH:13]=[CH:12][CH:11]=3)=[CH:9][N:4]2[N:3]=1.[CH3:25][NH:26][CH3:27]. (7) Given the product [C:51]([NH:59][C:60]1[C:61]2[N:62]=[C:63]([Br:100])[N:64]([C:96]=2[N:97]=[CH:98][N:99]=1)[C@@H:65]1[O:95][C@H:69]([CH2:70][O:71][C:72]([C:89]2[CH:94]=[CH:93][CH:92]=[CH:91][CH:90]=2)([C:81]2[CH:86]=[CH:85][C:84]([O:87][CH3:88])=[CH:83][CH:82]=2)[C:73]2[CH:74]=[CH:75][C:76]([O:79][CH3:80])=[CH:77][CH:78]=2)[C@@H:67]([O:68][Si:110]([C:106]([CH3:109])([CH3:108])[CH3:107])([CH3:112])[CH3:111])[CH2:66]1)(=[O:58])[C:52]1[CH:57]=[CH:56][CH:55]=[CH:54][CH:53]=1, predict the reactants needed to synthesize it. The reactants are: C([C@@]1(N2C3N=CN=C(N)C=3N=C2Br)O[C@H](COC(C2C=CC=CC=2)(C2C=CC(OC)=CC=2)C2C=CC(OC)=CC=2)[C@@H](O)C1)(=O)C1C=CC=CC=1.[C:51]([NH:59][C:60]1[C:61]2[N:62]=[C:63]([Br:100])[N:64]([C:96]=2[N:97]=[CH:98][N:99]=1)[C@@H:65]1[O:95][C@H:69]([CH2:70][O:71][C:72]([C:89]2[CH:94]=[CH:93][CH:92]=[CH:91][CH:90]=2)([C:81]2[CH:86]=[CH:85][C:84]([O:87][CH3:88])=[CH:83][CH:82]=2)[C:73]2[CH:78]=[CH:77][C:76]([O:79][CH3:80])=[CH:75][CH:74]=2)[C@@H:67]([OH:68])[CH2:66]1)(=[O:58])[C:52]1[CH:57]=[CH:56][CH:55]=[CH:54][CH:53]=1.N1C=CN=C1.[C:106]([Si:110](Cl)([CH3:112])[CH3:111])([CH3:109])([CH3:108])[CH3:107]. (8) Given the product [CH3:17][N:4]1[C:5]2[C:10](=[CH:9][C:8]([N+:11]([O-:13])=[O:12])=[CH:7][CH:6]=2)[C:2]([CH3:14])([CH3:1])[CH2:3]1, predict the reactants needed to synthesize it. The reactants are: [CH3:1][C:2]1([CH3:14])[C:10]2[C:5](=[CH:6][CH:7]=[C:8]([N+:11]([O-:13])=[O:12])[CH:9]=2)[NH:4][CH2:3]1.[H-].[Na+].[CH3:17]I. (9) The reactants are: [CH3:1][O:2][C:3](=[O:16])[C:4]([C:7]1[CH:15]=[CH:14][C:10]([C:11]([OH:13])=O)=[CH:9][CH:8]=1)([CH3:6])[CH3:5].[CH3:17][C:18]1[CH:19]=[CH:20][C:21]2[N:22]([CH:24]=[C:25]([NH2:27])[N:26]=2)[CH:23]=1. Given the product [CH3:6][C:4]([C:7]1[CH:8]=[CH:9][C:10]([C:11](=[O:13])[NH:27][C:25]2[N:26]=[C:21]3[CH:20]=[CH:19][C:18]([CH3:17])=[CH:23][N:22]3[CH:24]=2)=[CH:14][CH:15]=1)([CH3:5])[C:3]([O:2][CH3:1])=[O:16], predict the reactants needed to synthesize it. (10) Given the product [Cl:1][C:2]1[CH:7]=[C:6]([C:19]2[CH:20]=[CH:21][CH:22]=[CH:23][C:18]=2[C:17]([F:28])([F:27])[F:16])[N:5]=[C:4]([NH2:9])[CH:3]=1, predict the reactants needed to synthesize it. The reactants are: [Cl:1][C:2]1[CH:7]=[C:6](Cl)[N:5]=[C:4]([NH2:9])[CH:3]=1.C([O-])([O-])=O.[Cs+].[Cs+].[F:16][C:17]([F:28])([F:27])[C:18]1[CH:23]=[CH:22][CH:21]=[CH:20][C:19]=1B(O)O.C(Cl)Cl.